From a dataset of Full USPTO retrosynthesis dataset with 1.9M reactions from patents (1976-2016). Predict the reactants needed to synthesize the given product. (1) Given the product [ClH:20].[ClH:20].[F:18][C:2]([F:1])([F:19])[C:3]1[CH:8]=[CH:7][N:6]=[C:5]([C@H:9]([NH2:11])[CH3:10])[CH:4]=1, predict the reactants needed to synthesize it. The reactants are: [F:1][C:2]([F:19])([F:18])[C:3]1[CH:8]=[CH:7][N:6]=[C:5]([C@H:9]([NH:11][S@@](C(C)(C)C)=O)[CH3:10])[CH:4]=1.[ClH:20].O1CCOCC1. (2) Given the product [Cl:33][C:34]1[CH:39]=[C:38]([CH3:40])[CH:37]=[CH:36][C:35]=1[NH:41][C:11]([CH2:10][C@@H:9]([N:8]1[C:4]([CH:1]2[CH2:2][CH2:3]2)=[C:5]([CH:20]2[CH2:23][CH:22]([CH2:24][C:25]([CH3:27])([CH3:28])[CH3:26])[CH2:21]2)[N:6]=[N:7]1)[CH2:14][CH2:15][C:16]([O:18][CH3:19])=[O:17])=[O:13], predict the reactants needed to synthesize it. The reactants are: [CH:1]1([C:4]2[N:8]([C@@H:9]([CH2:14][CH2:15][C:16]([O:18][CH3:19])=[O:17])[CH2:10][C:11]([O-:13])=O)[N:7]=[N:6][C:5]=2[CH:20]2[CH2:23][CH:22]([CH2:24][C:25]([CH3:28])([CH3:27])[CH3:26])[CH2:21]2)[CH2:3][CH2:2]1.S(Cl)(Cl)=O.[Cl:33][C:34]1[CH:39]=[C:38]([CH3:40])[CH:37]=[CH:36][C:35]=1[NH2:41]. (3) Given the product [CH3:1][C:2]1[C:3]([C:20]2[C:21]([CH3:38])=[CH:22][C:23]3[C:30]([CH:31]([CH3:33])[CH3:32])=[C:29]([OH:34])[C:28]([OH:35])=[C:27]([CH:36]=[O:37])[C:24]=3[C:25]=2[OH:26])=[C:4]([OH:19])[C:5]2=[C:11]([CH:12]=[O:13])[C:10]([OH:14])=[C:9]([OH:15])[C:8]([CH:16]([CH3:17])[CH3:18])=[C:6]2[CH:7]=1, predict the reactants needed to synthesize it. The reactants are: [CH3:1][C:2]1[CH:7]=[C:6]2[C:8]([CH:16]([CH3:18])[CH3:17])=[C:9]([OH:15])[C:10]([OH:14])=[C:11]([CH:12]=[O:13])[C:5]2=[C:4]([OH:19])[C:3]=1[C:20]1[C:25]([OH:26])=[C:24]2[C:27]([CH:36]=[O:37])=[C:28]([OH:35])[C:29]([OH:34])=[C:30]([CH:31]([CH3:33])[CH3:32])[C:23]2=[CH:22][C:21]=1[CH3:38].CC(O)=O.CC1C(C2C(C)=CC3C(C(C)C)=C(OC(C)=O)C(OC(C)=O)=C(C=O)C=3C=2OC(C)=O)=C(OC(C)=O)C2=C(C=O)C(OC(C)=O)=C(OC(C)=O)C(C(C)C)=C2C=1. (4) Given the product [CH3:1][O:2][C:3]([C@@H:5]([N:13]1[CH2:21][C:17]2[CH:18]=[CH:19][S:20][C:16]=2[CH2:15][CH2:14]1)[C:6]1[CH:7]=[CH:8][CH:9]=[CH:10][C:11]=1[Cl:12])=[O:4].[C@@:22]12([CH2:32][S:33]([O-:36])(=[O:34])=[O:35])[C:29]([CH3:31])([CH3:30])[CH:26]([CH2:27][CH2:28]1)[CH2:25][C:23]2=[O:24], predict the reactants needed to synthesize it. The reactants are: [CH3:1][O:2][C:3]([C@@H:5]([N:13]1[CH2:21][C:17]2[CH:18]=[CH:19][S:20][C:16]=2[CH2:15][CH2:14]1)[C:6]1[CH:7]=[CH:8][CH:9]=[CH:10][C:11]=1[Cl:12])=[O:4].[C@@:22]12([CH2:32][S:33]([OH:36])(=[O:35])=[O:34])[C:29]([CH3:31])([CH3:30])[CH:26]([CH2:27][CH2:28]1)[CH2:25][C:23]2=[O:24]. (5) Given the product [Cl:1][C:2]1[CH:7]=[CH:6][C:5]([NH:8][C:9]2[CH:14]=[CH:13][CH:12]=[CH:11][N:10]=2)=[CH:4][C:3]=1[O:15][CH2:23][CH:24]=[C:25]([CH3:27])[CH3:26], predict the reactants needed to synthesize it. The reactants are: [Cl:1][C:2]1[CH:7]=[CH:6][C:5]([NH:8][C:9]2[CH:14]=[CH:13][CH:12]=[CH:11][N:10]=2)=[CH:4][C:3]=1[OH:15].C([O-])([O-])=O.[Cs+].[Cs+].Br[CH2:23][CH:24]=[C:25]([CH3:27])[CH3:26]. (6) The reactants are: [F:1][C:2]1[CH:7]=[CH:6][C:5]([C@:8]2([CH2:33][CH2:34][CH2:35][OH:36])[O:13][C:12](=[O:14])[N:11]([C@H:15]([C:17]3[CH:22]=[CH:21][C:20]([C:23]4[CH:24]=[N:25][CH:26]=[C:27]([CH:32]=4)[C:28](OC)=[O:29])=[CH:19][CH:18]=3)[CH3:16])[CH2:10][CH2:9]2)=[CH:4][CH:3]=1.[CH3:37][NH:38][CH3:39]. Given the product [F:1][C:2]1[CH:7]=[CH:6][C:5]([C@:8]2([CH2:33][CH2:34][CH2:35][OH:36])[O:13][C:12](=[O:14])[N:11]([C@H:15]([C:17]3[CH:22]=[CH:21][C:20]([C:23]4[CH:24]=[N:25][CH:26]=[C:27]([CH:32]=4)[C:28]([N:38]([CH3:39])[CH3:37])=[O:29])=[CH:19][CH:18]=3)[CH3:16])[CH2:10][CH2:9]2)=[CH:4][CH:3]=1, predict the reactants needed to synthesize it. (7) Given the product [C:6]([N:8]1[CH2:12][CH2:11][CH2:10][C@H:9]1[CH2:13][O:14][C:15]1[CH:16]=[CH:17][C:18]([C:19]([OH:21])=[O:20])=[CH:22][CH:23]=1)([O:5][CH2:1][CH:4]1[C:43]2[C:44](=[CH:39][CH:40]=[CH:41][CH:42]=2)[C:45]2[C:50]1=[CH:49][CH:48]=[CH:47][CH:46]=2)=[O:7], predict the reactants needed to synthesize it. The reactants are: [C:1]([O:5][C:6]([N:8]1[CH2:12][CH2:11][CH2:10][C@H:9]1[CH2:13][O:14][C:15]1[CH:23]=[CH:22][C:18]([C:19]([OH:21])=[O:20])=[CH:17][CH:16]=1)=[O:7])([CH3:4])(C)C.C(Cl)Cl.C(O)(C(F)(F)F)=O.C(Cl)(OCC1[C:50]2[C:45](=[CH:46][CH:47]=[CH:48][CH:49]=2)[C:44]2[C:39]1=[CH:40][CH:41]=[CH:42][CH:43]=2)=O.